From a dataset of Reaction yield outcomes from USPTO patents with 853,638 reactions. Predict the reaction yield, written as a fraction of the theoretical maximum amount of product (1.0 means a 100% yield; for example, 0.34 means a 34% yield). (1) The reactants are Cl.[CH:2]1[N:7]2[CH:8]=[CH:9][CH:10]=[C:6]2[CH:5]=[C:4]([C:11]([OH:13])=O)[N:3]=1.C1(P([Cl:28])(C2C=CC=CC=2)=O)C=CC=CC=1.Cl.Cl.[NH2:31][C@@H:32]1[CH:37]2[CH2:38][CH2:39][N:34]([CH2:35][CH2:36]2)[CH2:33]1.[OH-].[Na+]. The catalyst is C1COCC1. The product is [ClH:28].[N:34]12[CH2:39][CH2:38][CH:37]([CH2:36][CH2:35]1)[C@@H:32]([NH:31][C:11]([C:4]1[N:3]=[CH:2][N:7]3[CH:8]=[CH:9][CH:10]=[C:6]3[CH:5]=1)=[O:13])[CH2:33]2. The yield is 1.00. (2) The reactants are [NH2:1][C:2]([NH2:4])=[S:3].[F:5][C:6]([F:17])([F:16])[C:7](=O)[CH:8](Cl)[C:9]([O:11][CH2:12][CH3:13])=[O:10]. The catalyst is CCO. The product is [NH2:1][C:2]1[S:3][C:8]([C:9]([O:11][CH2:12][CH3:13])=[O:10])=[C:7]([C:6]([F:5])([F:17])[F:16])[N:4]=1. The yield is 0.850.